Dataset: TCR-epitope binding with 47,182 pairs between 192 epitopes and 23,139 TCRs. Task: Binary Classification. Given a T-cell receptor sequence (or CDR3 region) and an epitope sequence, predict whether binding occurs between them. (1) The epitope is ATDALMTGY. The TCR CDR3 sequence is CASSFPTGKGYTF. Result: 0 (the TCR does not bind to the epitope). (2) The epitope is YFPLQSYGF. The TCR CDR3 sequence is CASSFTLAGATDTQYF. Result: 1 (the TCR binds to the epitope). (3) The epitope is GILGFVFTL. The TCR CDR3 sequence is CAGRITNTEAFF. Result: 1 (the TCR binds to the epitope). (4) Result: 0 (the TCR does not bind to the epitope). The TCR CDR3 sequence is CASSQDARSQETQYF. The epitope is ALLADKFPV. (5) The epitope is FTISVTTEIL. The TCR CDR3 sequence is CASSLWGGPTNEQYF. Result: 0 (the TCR does not bind to the epitope).